From a dataset of Forward reaction prediction with 1.9M reactions from USPTO patents (1976-2016). Predict the product of the given reaction. Given the reactants [O:1]=[C:2]1[C:8]2=[CH:9][C:10]3[CH:11]=[CH:12][C:13]([C:16]([OH:18])=O)=[CH:14][C:15]=3[N:7]2[CH2:6][CH2:5][CH2:4][NH:3]1.[CH2:19]([C:26]1[O:30][N:29]=[C:28]([NH2:31])[CH:27]=1)[C:20]1[CH:25]=[CH:24][CH:23]=[CH:22][CH:21]=1.P(Cl)(Cl)(Cl)=O.O, predict the reaction product. The product is: [CH2:19]([C:26]1[O:30][N:29]=[C:28]([NH:31][C:16]([C:13]2[CH:12]=[CH:11][C:10]3[CH:9]=[C:8]4[C:2](=[O:1])[NH:3][CH2:4][CH2:5][CH2:6][N:7]4[C:15]=3[CH:14]=2)=[O:18])[CH:27]=1)[C:20]1[CH:21]=[CH:22][CH:23]=[CH:24][CH:25]=1.